Dataset: Catalyst prediction with 721,799 reactions and 888 catalyst types from USPTO. Task: Predict which catalyst facilitates the given reaction. (1) Reactant: [F:1][C:2]([F:33])([F:32])[C:3]1[CH:4]=[C:5]([C:13]2[N:17]=[CH:16][N:15](/[CH:18]=[C:19](\[C:26]3[CH:27]=[N:28][CH:29]=[CH:30][CH:31]=3)/[C:20]([O:22]C(C)C)=[O:21])[N:14]=2)[CH:6]=[C:7]([C:9]([F:12])([F:11])[F:10])[CH:8]=1.O[Li].O.O.Cl. Product: [F:33][C:2]([F:1])([F:32])[C:3]1[CH:4]=[C:5]([C:13]2[N:17]=[CH:16][N:15](/[CH:18]=[C:19](\[C:26]3[CH:27]=[N:28][CH:29]=[CH:30][CH:31]=3)/[C:20]([OH:22])=[O:21])[N:14]=2)[CH:6]=[C:7]([C:9]([F:10])([F:11])[F:12])[CH:8]=1. The catalyst class is: 20. (2) Reactant: [CH3:1][S:2]([N:5]1[CH2:10][CH2:9][CH2:8][CH2:7][CH:6]1[C:11](OCC)=[O:12])(=[O:4])=[O:3].[H-].[Al+3].[Li+].[H-].[H-].[H-]. Product: [CH3:1][S:2]([N:5]1[CH2:10][CH2:9][CH2:8][CH2:7][CH:6]1[CH2:11][OH:12])(=[O:4])=[O:3]. The catalyst class is: 7. (3) Reactant: O[C:2]1([C:23]2[S:24][CH:25]=[CH:26][CH:27]=2)[C:6]2[CH:7]=[C:8]([NH:13][C:14](=[O:20])[CH2:15][C:16]([CH3:19])([CH3:18])[CH3:17])[C:9]([CH3:12])=[C:10]([CH3:11])[C:5]=2[O:4][C:3]1([CH3:22])[CH3:21]. Product: [CH3:21][C:3]1([CH3:22])[CH:2]([C:23]2[S:24][CH:25]=[CH:26][CH:27]=2)[C:6]2[CH:7]=[C:8]([NH:13][C:14](=[O:20])[CH2:15][C:16]([CH3:19])([CH3:18])[CH3:17])[C:9]([CH3:12])=[C:10]([CH3:11])[C:5]=2[O:4]1. The catalyst class is: 175. (4) Reactant: [Cl:1][C:2]1[CH:10]=[C:9]2[C:5]([C:6]([C:11]3[CH2:12][CH2:13][N:14]([CH2:17][CH2:18][CH2:19][CH2:20][CH:21]4[C:29]5[C:24](=[CH:25][CH:26]=[CH:27][CH:28]=5)[NH:23][CH2:22]4)[CH2:15][CH:16]=3)=[CH:7][NH:8]2)=[CH:4][CH:3]=1.C(N(CC)CC)C.[C:37](Cl)(=[O:39])[CH3:38]. Product: [C:37]([N:23]1[C:24]2[C:29](=[CH:28][CH:27]=[CH:26][CH:25]=2)[CH:21]([CH2:20][CH2:19][CH2:18][CH2:17][N:14]2[CH2:13][CH:12]=[C:11]([C:6]3[C:5]4[C:9](=[CH:10][C:2]([Cl:1])=[CH:3][CH:4]=4)[NH:8][CH:7]=3)[CH2:16][CH2:15]2)[CH2:22]1)(=[O:39])[CH3:38]. The catalyst class is: 1. (5) Reactant: [Cl:1][C:2]1[CH:7]=[CH:6][C:5]([C:8]2[CH:13]=[CH:12][C:11]([S:14]([O:17][CH2:18][C:19]([O:21]CC)=[O:20])(=[O:16])=[O:15])=[CH:10][CH:9]=2)=[CH:4][CH:3]=1.[OH-].[Na+]. Product: [Cl:1][C:2]1[CH:3]=[CH:4][C:5]([C:8]2[CH:9]=[CH:10][C:11]([S:14]([O:17][CH2:18][C:19]([OH:21])=[O:20])(=[O:16])=[O:15])=[CH:12][CH:13]=2)=[CH:6][CH:7]=1. The catalyst class is: 8.